Dataset: Full USPTO retrosynthesis dataset with 1.9M reactions from patents (1976-2016). Task: Predict the reactants needed to synthesize the given product. (1) Given the product [C:1]([C:5]1[CH:6]=[CH:7][C:8]([N:11]2[CH2:15][CH2:14][N:13]([C:16]3[CH:17]=[CH:18][C:19]([CH:22]=[O:23])=[CH:20][CH:21]=3)[C:12]2=[O:24])=[CH:9][CH:10]=1)([CH3:4])([CH3:2])[CH3:3], predict the reactants needed to synthesize it. The reactants are: [C:1]([C:5]1[CH:10]=[CH:9][C:8]([N:11]2[CH2:15][CH2:14][N:13]([C:16]3[CH:21]=[CH:20][C:19]([CH2:22][OH:23])=[CH:18][CH:17]=3)[C:12]2=[O:24])=[CH:7][CH:6]=1)([CH3:4])([CH3:3])[CH3:2].C[N+]1([O-])CCOCC1.C([N+](CCC)(CCC)CCC)CC. (2) Given the product [CH3:1][C:2]1[NH:3][C:4]2[C:9]([C:10]=1[CH3:11])=[CH:8][CH:7]=[C:6]([OH:12])[CH:5]=2, predict the reactants needed to synthesize it. The reactants are: [CH3:1][C:2]1[NH:3][C:4]2[C:9]([C:10]=1[CH3:11])=[CH:8][CH:7]=[C:6]([O:12]C)[CH:5]=2.Cl.N1C=CC=CC=1. (3) Given the product [ClH:1].[CH3:2][N:3]1[C:8](=[O:9])[CH:7]=[C:6]([C:10]2[CH:15]=[CH:14][N:13]=[CH:12][CH:11]=2)[N:5]=[C:4]1[N:16]1[CH2:20][CH2:19][CH:18]([C:21]2[CH:26]=[CH:25][CH:24]=[CH:23][CH:22]=2)[CH2:17]1, predict the reactants needed to synthesize it. The reactants are: [ClH:1].[CH3:2][N:3]1[C:8](=[O:9])[CH:7]=[C:6]([C:10]2[CH:15]=[CH:14][N:13]=[CH:12][CH:11]=2)[N:5]=[C:4]1[N:16]1[CH2:20][CH2:19][CH:18]([C:21]2[CH:26]=[CH:25][CH:24]=[CH:23][CH:22]=2)[CH2:17]1. (4) Given the product [Br:1][C:2]1[CH:7]=[CH:6][C:5]([O:8][CH2:20][C:19]2[CH:22]=[CH:23][C:16]([C:14]#[N:15])=[CH:17][CH:18]=2)=[CH:4][C:3]=1[CH2:9][O:10][CH2:11][O:12][CH3:13], predict the reactants needed to synthesize it. The reactants are: [Br:1][C:2]1[CH:7]=[CH:6][C:5]([OH:8])=[CH:4][C:3]=1[CH2:9][O:10][CH2:11][O:12][CH3:13].[C:14]([C:16]1[CH:23]=[CH:22][C:19]([CH2:20]Br)=[CH:18][CH:17]=1)#[N:15].C(=O)([O-])[O-].[K+].[K+].O. (5) Given the product [F:24][C:22]([F:25])([F:23])[CH2:21][NH:20][C:18]([N:15]1[CH2:16][CH2:17][CH:12]([NH:11][C:10]2[CH:9]=[CH:8][C:7]([CH2:6][CH2:5][NH:4][CH2:56][C@H:54]([OH:55])[CH2:53][O:52][C:49]3[CH:50]=[CH:51][C:46]([OH:45])=[CH:47][CH:48]=3)=[CH:27][CH:26]=2)[CH2:13][CH2:14]1)=[O:19], predict the reactants needed to synthesize it. The reactants are: C(O)=O.[NH2:4][CH2:5][CH2:6][C:7]1[CH:27]=[CH:26][C:10]([NH:11][CH:12]2[CH2:17][CH2:16][N:15]([C:18]([NH:20][CH2:21][C:22]([F:25])([F:24])[F:23])=[O:19])[CH2:14][CH2:13]2)=[CH:9][CH:8]=1.C([Si]([O:45][C:46]1[CH:51]=[CH:50][C:49]([O:52][CH2:53][CH:54]2[CH2:56][O:55]2)=[CH:48][CH:47]=1)(C1C=CC=CC=1)C1C=CC=CC=1)(C)(C)C. (6) Given the product [F:1][CH:2]([F:23])[O:3][C:4]1[C:5]([O:21][CH3:22])=[C:6]([C:7]([C:10]2[CH:18]=[CH:17][CH:16]=[C:15]3[C:11]=2[CH2:12][CH2:13][C:14]3=[O:19])=[CH:8][CH:9]=1)[O:20][CH2:31][C:32]1[CH:33]=[CH:34][C:35]([S:38]([NH2:41])(=[O:40])=[O:39])=[CH:36][CH:37]=1, predict the reactants needed to synthesize it. The reactants are: [F:1][CH:2]([F:23])[O:3][C:4]1[CH:9]=[CH:8][C:7]([C:10]2[CH:18]=[CH:17][CH:16]=[C:15]3[C:11]=2[CH2:12][CH2:13][C:14]3=[O:19])=[C:6]([OH:20])[C:5]=1[O:21][CH3:22].C(=O)([O-])[O-].[K+].[K+].Br[CH2:31][C:32]1[CH:37]=[CH:36][C:35]([S:38]([NH2:41])(=[O:40])=[O:39])=[CH:34][CH:33]=1. (7) Given the product [CH2:1]([O:3][C:4](=[O:18])[CH2:5][N:6]1[C:14]2[C:9](=[CH:10][C:11]([OH:15])=[CH:12][CH:13]=2)[CH:8]=[C:7]1[CH3:17])[CH3:2], predict the reactants needed to synthesize it. The reactants are: [CH2:1]([O:3][C:4](=[O:18])[CH2:5][N:6]1[C:14]2[C:9](=[CH:10][C:11]([O:15]C)=[CH:12][CH:13]=2)[CH:8]=[C:7]1[CH3:17])[CH3:2].B(Br)(Br)Br. (8) Given the product [Cl:2][C:3]1[CH:36]=[CH:35][C:6]([CH2:7][CH:8]2[N:13]3[C:14](=[O:30])[CH:15]([N:29]4[CH:43]=[CH:47][CH:46]=[CH:45]4)[CH2:16][N:17]([S:18]([C:21]4[CH:26]=[CH:25][C:24]([Cl:27])=[CH:23][C:22]=4[Cl:28])(=[O:20])=[O:19])[CH:12]3[CH2:11][N:10]([CH:31]([CH3:33])[CH3:32])[C:9]2=[O:34])=[CH:5][CH:4]=1, predict the reactants needed to synthesize it. The reactants are: Br.[Cl:2][C:3]1[CH:36]=[CH:35][C:6]([CH2:7][CH:8]2[N:13]3[C:14](=[O:30])[CH:15]([NH2:29])[CH2:16][N:17]([S:18]([C:21]4[CH:26]=[CH:25][C:24]([Cl:27])=[CH:23][C:22]=4[Cl:28])(=[O:20])=[O:19])[CH:12]3[CH2:11][N:10]([CH:31]([CH3:33])[CH3:32])[C:9]2=[O:34])=[CH:5][CH:4]=1.ClCCCl.CO[CH:43]1[CH2:47][CH2:46][CH:45](OC)O1.